From a dataset of Reaction yield outcomes from USPTO patents with 853,638 reactions. Predict the reaction yield, written as a fraction of the theoretical maximum amount of product (1.0 means a 100% yield; for example, 0.34 means a 34% yield). (1) The reactants are [NH2:1][C:2]1[CH:3]=[C:4]([CH:8]=[CH:9][C:10]=1[Cl:11])[C:5]([OH:7])=O.[NH:12]1[CH2:17][CH2:16][CH2:15][C@@H:14]2[C:18]3[CH:19]=[CH:20][CH:21]=[CH:22][C:23]=3[CH2:24][C@H:13]12.F[P-](F)(F)(F)(F)F.N1(OC(N(C)C)=[N+](C)C)C2N=CC=CC=2N=N1. No catalyst specified. The product is [NH2:1][C:2]1[CH:3]=[C:4]([C:5]([N:12]2[CH2:17][CH2:16][CH2:15][C@@H:14]3[C:18]4[CH:19]=[CH:20][CH:21]=[CH:22][C:23]=4[CH2:24][C@H:13]23)=[O:7])[CH:8]=[CH:9][C:10]=1[Cl:11]. The yield is 0.430. (2) The reactants are C[Si]([N-][Si](C)(C)C)(C)C.[Na+].[Cl:11][C:12]1[CH:22]=[CH:21][CH:20]=[C:19]([Si:23]([CH3:26])([CH3:25])[CH3:24])[C:13]=1[C:14]([NH:16][CH2:17][CH3:18])=[O:15].[C:27](Cl)(=O)[CH3:28].C1C[O:34]CC1. No catalyst specified. The product is [C:17]([N:16]([CH2:27][CH3:28])[C:14](=[O:15])[C:13]1[C:19]([Si:23]([CH3:25])([CH3:24])[CH3:26])=[CH:20][CH:21]=[CH:22][C:12]=1[Cl:11])(=[O:34])[CH3:18]. The yield is 0.170. (3) The reactants are Br[C:2]1[CH:3]=[C:4]([NH:9][C:10](=[O:15])[C:11]([CH3:14])([CH3:13])[CH3:12])[CH:5]=[CH:6][C:7]=1[F:8].[Li]CCCC.[N:21]1[C:30]2[C:25](=[CH:26][C:27]([CH:31]=[O:32])=[CH:28][CH:29]=2)[N:24]=[CH:23][CH:22]=1. The catalyst is C1COCC1. The product is [F:8][C:7]1[CH:6]=[CH:5][C:4]([NH:9][C:10](=[O:15])[C:11]([CH3:14])([CH3:13])[CH3:12])=[CH:3][C:2]=1[CH:31]([OH:32])[C:27]1[CH:26]=[C:25]2[C:30](=[CH:29][CH:28]=1)[N:21]=[CH:22][CH:23]=[N:24]2. The yield is 0.507. (4) The reactants are Br.[NH2:2][C:3]1[C:4]([OH:17])=[C:5]([C:9]2[O:13][C:12]([C:14]([OH:16])=[O:15])=[CH:11][CH:10]=2)[CH:6]=[CH:7][CH:8]=1.[N:18]([O-])=O.[Na+].[CH3:22][C:23]1([CH3:39])[C:31]2[C:26](=[CH:27][CH:28]=[C:29]([N:32]3[C:36](=[O:37])[CH2:35][C:34]([CH3:38])=[N:33]3)[CH:30]=2)[CH2:25][CH2:24]1.C(=O)(O)[O-].[Na+]. The catalyst is Cl.C(O)C. The product is [CH3:22][C:23]1([CH3:39])[C:31]2[C:26](=[CH:27][CH:28]=[C:29]([N:32]3[C:36](=[O:37])/[C:35](=[N:18]\[NH:2][C:3]4[C:4]([OH:17])=[C:5]([C:9]5[O:13][C:12]([C:14]([OH:16])=[O:15])=[CH:11][CH:10]=5)[CH:6]=[CH:7][CH:8]=4)/[C:34]([CH3:38])=[N:33]3)[CH:30]=2)[CH2:25][CH2:24]1. The yield is 0.403. (5) The reactants are [CH3:1][C:2]([C:7]1[NH:8][C:9]2[C:14]([CH:15]=1)=[CH:13][C:12]([N+:16]([O-:18])=[O:17])=[CH:11][CH:10]=2)([CH3:6])[C:3]([NH2:5])=O.Cl. The catalyst is C1COCC1. The product is [CH3:6][C:2]([C:7]1[NH:8][C:9]2[C:14]([CH:15]=1)=[CH:13][C:12]([N+:16]([O-:18])=[O:17])=[CH:11][CH:10]=2)([CH3:1])[CH2:3][NH2:5]. The yield is 0.430. (6) The reactants are N1C=CC=CC=1.[CH3:7][O:8][C:9]1[CH:14]=[CH:13][C:12]([CH2:15][CH2:16][CH2:17][CH2:18][OH:19])=[CH:11][CH:10]=1.[C:20]1([CH3:30])[CH:25]=[CH:24][C:23]([S:26](Cl)(=[O:28])=[O:27])=[CH:22][CH:21]=1. The catalyst is C(Cl)(Cl)Cl. The product is [CH3:7][O:8][C:9]1[CH:14]=[CH:13][C:12]([CH2:15][CH2:16][CH2:17][CH2:18][O:19][S:26]([C:23]2[CH:24]=[CH:25][C:20]([CH3:30])=[CH:21][CH:22]=2)(=[O:28])=[O:27])=[CH:11][CH:10]=1. The yield is 0.660. (7) The reactants are [Na].Cl.[N:3]1[CH:8]=[CH:7][C:6]([CH2:9][C:10]#[N:11])=[CH:5][CH:4]=1.[O:12]1[CH:16]=[CH:15][CH:14]=[C:13]1[CH:17]=O.Cl.[NH2:20][C:21]([NH2:23])=[NH:22]. The catalyst is C(O)C. The product is [O:12]1[CH:16]=[CH:15][CH:14]=[C:13]1[C:17]1[N:20]=[C:21]([NH2:23])[N:22]=[C:10]([NH2:11])[C:9]=1[C:6]1[CH:7]=[CH:8][N:3]=[CH:4][CH:5]=1. The yield is 0.210. (8) The reactants are [Cl:1][C:2]1[CH:3]=[CH:4][C:5]([O:32][CH3:33])=[C:6]([NH:8][C:9](=[O:31])[CH2:10][N:11]2[C:15]3[CH2:16][N:17](C(OC(C)(C)C)=O)[CH2:18][CH2:19][C:14]=3[C:13]([C:27]([F:30])([F:29])[F:28])=[N:12]2)[CH:7]=1.FC(F)(F)C(O)=O. The catalyst is C(Cl)Cl. The product is [Cl:1][C:2]1[CH:3]=[CH:4][C:5]([O:32][CH3:33])=[C:6]([NH:8][C:9](=[O:31])[CH2:10][N:11]2[C:15]3[CH2:16][NH:17][CH2:18][CH2:19][C:14]=3[C:13]([C:27]([F:30])([F:29])[F:28])=[N:12]2)[CH:7]=1. The yield is 0.500. (9) The reactants are Br[C:2]1[CH:21]=[CH:20][C:5]([CH2:6][C@@H:7]([C:16]([O:18][CH3:19])=[O:17])[NH:8][C:9]([O:11][C:12]([CH3:15])([CH3:14])[CH3:13])=[O:10])=[CH:4][CH:3]=1.[CH3:22][CH:23]([OH:27])[CH2:24][C:25]#[CH:26]. The catalyst is CN(C=O)C.[Pd](Cl)Cl.C1(P(C2C=CC=CC=2)C2C=CC=CC=2)C=CC=CC=1.C1(P(C2C=CC=CC=2)C2C=CC=CC=2)C=CC=CC=1.[Cu]I. The product is [C:12]([O:11][C:9]([NH:8][C@H:7]([C:16]([O:18][CH3:19])=[O:17])[CH2:6][C:5]1[CH:20]=[CH:21][C:2]([C:26]#[C:25][CH2:24][CH:23]([OH:27])[CH3:22])=[CH:3][CH:4]=1)=[O:10])([CH3:15])([CH3:14])[CH3:13]. The yield is 0.790. (10) The reactants are [F:1][C:2]([F:12])([F:11])[C:3]1[CH:10]=[CH:9][C:6]([CH2:7]Br)=[CH:5][CH:4]=1.[CH2:13]([O:20][C:21]1[CH:22]=[C:23]([CH:26]=[CH:27][C:28]=1[OH:29])[CH:24]=[O:25])[C:14]1[CH:19]=[CH:18][CH:17]=[CH:16][CH:15]=1.C(=O)([O-])[O-].[Cs+].[Cs+]. The catalyst is CN(C)C=O.C(OCC)(=O)C. The product is [C:14]1([CH2:13][O:20][C:21]2[CH:22]=[C:23]([CH:26]=[CH:27][C:28]=2[O:29][CH2:7][C:6]2[CH:9]=[CH:10][C:3]([C:2]([F:12])([F:11])[F:1])=[CH:4][CH:5]=2)[CH:24]=[O:25])[CH:19]=[CH:18][CH:17]=[CH:16][CH:15]=1. The yield is 0.990.